This data is from CYP1A2 inhibition data for predicting drug metabolism from PubChem BioAssay. The task is: Regression/Classification. Given a drug SMILES string, predict its absorption, distribution, metabolism, or excretion properties. Task type varies by dataset: regression for continuous measurements (e.g., permeability, clearance, half-life) or binary classification for categorical outcomes (e.g., BBB penetration, CYP inhibition). Dataset: cyp1a2_veith. (1) The drug is Nc1ccc2oc(CCc3ccccc3)nc2c1. The result is 1 (inhibitor). (2) The compound is Cc1nn(Cc2ccc(Cl)cc2)c(C)c1NC(=O)CSc1nc2c(c(C(F)(F)F)n1)CCc1ccccc1-2. The result is 0 (non-inhibitor). (3) The result is 0 (non-inhibitor). The molecule is Nc1ccccc1C(=O)/C=C\c1ccc2c(c1)OCO2. (4) The compound is NC1=C(O)C(=O)[C@H](c2c[nH]c3ccc(OCc4ccccc4)cc23)O1. The result is 1 (inhibitor).